From a dataset of Reaction yield outcomes from USPTO patents with 853,638 reactions. Predict the reaction yield, written as a fraction of the theoretical maximum amount of product (1.0 means a 100% yield; for example, 0.34 means a 34% yield). The reactants are C([O:8][C:9]1[CH:14]=[CH:13][C:12]([C:15]#[C:16][CH2:17][O:18][CH:19]2[CH2:24][CH2:23][CH2:22][CH2:21][O:20]2)=[CH:11][C:10]=1[N+:25]([O-])=O)C1C=CC=CC=1. The catalyst is [OH-].[OH-].[Pd+2].C(O)C. The product is [NH2:25][C:10]1[CH:11]=[C:12]([CH2:15][CH2:16][CH2:17][O:18][CH:19]2[CH2:24][CH2:23][CH2:22][CH2:21][O:20]2)[CH:13]=[CH:14][C:9]=1[OH:8]. The yield is 0.450.